Task: Predict the reactants needed to synthesize the given product.. Dataset: Full USPTO retrosynthesis dataset with 1.9M reactions from patents (1976-2016) (1) Given the product [CH2:42]([N:26]([CH2:24][CH3:25])[C:27](=[O:41])[CH:28]([N:29]1[CH2:34][CH2:33][N:32]([C:2]2[CH:7]=[CH:6][C:5]([CH2:8][C:9](=[O:10])[N:11]3[CH2:16][CH2:15][CH2:14][CH2:13][CH:12]3[C:17]3[CH:22]=[CH:21][CH:20]=[CH:19][CH:18]=3)=[CH:4][C:3]=2[F:23])[CH2:31][CH2:30]1)[C:35]1[CH:40]=[CH:39][CH:38]=[CH:37][CH:36]=1)[CH3:43], predict the reactants needed to synthesize it. The reactants are: Cl[C:2]1[CH:7]=[CH:6][C:5]([CH2:8][C:9]([N:11]2[CH2:16][CH2:15][CH2:14][CH2:13][CH:12]2[C:17]2[CH:22]=[CH:21][CH:20]=[CH:19][CH:18]=2)=[O:10])=[CH:4][C:3]=1[F:23].[CH2:24]([N:26]([CH2:42][CH3:43])[C:27](=[O:41])[CH:28]([C:35]1[CH:40]=[CH:39][CH:38]=[CH:37][CH:36]=1)[N:29]1[CH2:34][CH2:33][NH:32][CH2:31][CH2:30]1)[CH3:25].CC(C1C=C(C(C)C)C(C2C=CC=CC=2P(C2CCCCC2)C2CCCCC2)=C(C(C)C)C=1)C.CC(C)([O-])C.[Na+]. (2) Given the product [Cl:30][C:27]1[CH:28]=[CH:29][C:24]([CH:11]([C:12]2[C:20]3[C:15](=[C:16]([CH2:21][S:22][CH3:23])[CH:17]=[CH:18][CH:19]=3)[NH:14][CH:13]=2)[CH2:10][CH2:9][C:1]#[N:2])=[CH:25][C:26]=1[F:31], predict the reactants needed to synthesize it. The reactants are: [C-:1]#[N:2].[K+].CS(O[CH2:9][CH2:10][CH:11]([C:24]1[CH:29]=[CH:28][C:27]([Cl:30])=[C:26]([F:31])[CH:25]=1)[C:12]1[C:20]2[C:15](=[C:16]([CH2:21][S:22][CH3:23])[CH:17]=[CH:18][CH:19]=2)[NH:14][CH:13]=1)(=O)=O.C(OCC)(=O)C. (3) Given the product [NH2:7][C:8]1[CH:13]=[CH:12][CH:11]=[CH:10][C:9]=1[NH:14][C:15]([C:17]1[O:18][C:19]2[C:25]([O:26][CH2:27][CH2:28][O:29][CH2:30][CH2:31][O:32][CH3:33])=[CH:24][CH:23]=[CH:22][C:20]=2[CH:21]=1)=[O:16], predict the reactants needed to synthesize it. The reactants are: C(OC(=O)[NH:7][C:8]1[CH:13]=[CH:12][CH:11]=[CH:10][C:9]=1[NH:14][C:15]([C:17]1[O:18][C:19]2[C:25]([O:26][CH2:27][CH2:28][O:29][CH2:30][CH2:31][O:32][CH3:33])=[CH:24][CH:23]=[CH:22][C:20]=2[CH:21]=1)=[O:16])(C)(C)C.NC1C=CC=CC=1NC(C1SC2C=CC(OCCOCCOC)=CC=2C=1)=O. (4) Given the product [N:1]1([C:6]2[N:7]=[C:8]([NH:16][CH2:17][C:18]3[CH:23]=[CH:22][CH:21]=[C:20]([NH2:24])[CH:19]=3)[C:9]3[CH:14]=[C:13]([CH3:15])[S:12][C:10]=3[N:11]=2)[CH:5]=[CH:4][N:3]=[CH:2]1, predict the reactants needed to synthesize it. The reactants are: [N:1]1([C:6]2[N:7]=[C:8]([NH:16][CH2:17][C:18]3[CH:23]=[CH:22][CH:21]=[C:20]([N+:24]([O-])=O)[CH:19]=3)[C:9]3[CH:14]=[C:13]([CH3:15])[S:12][C:10]=3[N:11]=2)[CH:5]=[CH:4][N:3]=[CH:2]1. (5) Given the product [Cl:15][C:16]1[CH:17]=[C:18]([CH2:29][NH:30][C:31](=[O:33])[CH3:32])[CH:19]=[N:20][C:21]=1[N:22]1[CH2:27][CH2:26][N:25]([C:2]2[NH:3][C:4]3[CH:10]=[CH:9][C:8]([C:11]([F:14])([F:13])[F:12])=[CH:7][C:5]=3[N:6]=2)[CH:24]([CH3:28])[CH2:23]1, predict the reactants needed to synthesize it. The reactants are: Cl[C:2]1[NH:6][C:5]2[CH:7]=[C:8]([C:11]([F:14])([F:13])[F:12])[CH:9]=[CH:10][C:4]=2[N:3]=1.[Cl:15][C:16]1[CH:17]=[C:18]([CH2:29][NH:30][C:31](=[O:33])[CH3:32])[CH:19]=[N:20][C:21]=1[N:22]1[CH2:27][CH2:26][NH:25][C@H:24]([CH3:28])[CH2:23]1. (6) Given the product [Br:11][C:12]1[CH:19]=[CH:18][C:17]([O:20][C:2]2[CH:7]=[CH:6][C:5]([N+:8]([O-:10])=[O:9])=[CH:4][CH:3]=2)=[CH:16][C:13]=1[CH:14]=[O:15], predict the reactants needed to synthesize it. The reactants are: F[C:2]1[CH:7]=[CH:6][C:5]([N+:8]([O-:10])=[O:9])=[CH:4][CH:3]=1.[Br:11][C:12]1[CH:19]=[CH:18][C:17]([OH:20])=[CH:16][C:13]=1[CH:14]=[O:15].C([O-])([O-])=O.[K+].[K+].CCOC(C)=O. (7) Given the product [CH:17]([O:1][C:2]1[CH:3]=[C:4]([N+:13]([O-:15])=[O:14])[C:5]([CH3:12])=[C:6]([CH:11]=1)[C:7]([O:9][CH3:10])=[O:8])([CH3:19])[CH3:18], predict the reactants needed to synthesize it. The reactants are: [OH:1][C:2]1[CH:3]=[C:4]([N+:13]([O-:15])=[O:14])[C:5]([CH3:12])=[C:6]([CH:11]=1)[C:7]([O:9][CH3:10])=[O:8].I[CH:17]([CH3:19])[CH3:18].